Dataset: Forward reaction prediction with 1.9M reactions from USPTO patents (1976-2016). Task: Predict the product of the given reaction. (1) Given the reactants [CH3:1][S:2](Cl)(=[O:4])=[O:3].[OH:6][CH2:7][C@@H:8]([NH:10][C:11](=[O:17])[O:12][C:13]([CH3:16])([CH3:15])[CH3:14])[CH3:9].C(N(CC)CC)C.[Cl-].[NH4+], predict the reaction product. The product is: [CH3:1][S:2]([O:6][CH2:7][C@@H:8]([NH:10][C:11]([O:12][C:13]([CH3:16])([CH3:15])[CH3:14])=[O:17])[CH3:9])(=[O:4])=[O:3]. (2) Given the reactants [C-:1]1([CH:6]=O)[CH:5]=[CH:4][CH:3]=[CH:2]1.[CH-:8]1[CH:12]=[CH:11][CH:10]=[CH:9]1.[Fe+2:13].[CH3:14][NH2:15].[BH4-].[Na+], predict the reaction product. The product is: [CH3:14][NH:15][CH2:6][C-:1]1[CH:5]=[CH:4][CH:3]=[CH:2]1.[CH-:8]1[CH:12]=[CH:11][CH:10]=[CH:9]1.[Fe+2:13].